From a dataset of Reaction yield outcomes from USPTO patents with 853,638 reactions. Predict the reaction yield, written as a fraction of the theoretical maximum amount of product (1.0 means a 100% yield; for example, 0.34 means a 34% yield). (1) The reactants are [CH2:1]([O:3][C:4]([C:6]1[N:7]=[CH:8][N:9]([C:11]2[CH:16]=[CH:15][CH:14]=[C:13]([C:17](C)(C)[O:18][SiH2]C(C)(C)C)[CH:12]=2)[CH:10]=1)=[O:5])[CH3:2].[F-].C([N+](CCCC)(CCCC)CCCC)CCC. The catalyst is C1COCC1. The product is [CH2:1]([O:3][C:4]([C:6]1[N:7]=[CH:8][N:9]([C:11]2[CH:16]=[CH:15][CH:14]=[C:13]([CH2:17][OH:18])[CH:12]=2)[CH:10]=1)=[O:5])[CH3:2]. The yield is 0.790. (2) The reactants are [NH2:1][C:2]1[S:3][C:4]2[CH:10]=[C:9]([C:11]([OH:13])=O)[CH:8]=[CH:7][C:5]=2[N:6]=1.[CH2:14]1[C@H:23]2[C@H:18]([CH2:19][CH2:20][C:21]3[CH:27]=[CH:26][CH:25]=[CH:24][C:22]=32)[NH:17][CH2:16][CH2:15]1.F[P-](F)(F)(F)(F)F.N1(OC(N(C)C)=[N+](C)C)C2N=CC=CC=2N=N1. No catalyst specified. The product is [NH2:1][C:2]1[S:3][C:4]2[CH:10]=[C:9]([C:11]([N:17]3[C@@H:18]4[C@@H:23]([C:22]5[CH:24]=[CH:25][CH:26]=[CH:27][C:21]=5[CH2:20][CH2:19]4)[CH2:14][CH2:15][CH2:16]3)=[O:13])[CH:8]=[CH:7][C:5]=2[N:6]=1. The yield is 0.240. (3) The reactants are C(OC([N:11]1[CH2:16][CH2:15][N:14]([CH2:17][C@@H:18]2[O:23][CH2:22][CH2:21][N:20]([C:24]([O:26][C:27]([CH3:30])([CH3:29])[CH3:28])=[O:25])[CH2:19]2)[CH2:13][CH2:12]1)=O)C1C=CC=CC=1. The catalyst is [Pd].C(O)C. The product is [N:14]1([CH2:17][C@@H:18]2[O:23][CH2:22][CH2:21][N:20]([C:24]([O:26][C:27]([CH3:30])([CH3:29])[CH3:28])=[O:25])[CH2:19]2)[CH2:15][CH2:16][NH:11][CH2:12][CH2:13]1. The yield is 0.980. (4) The reactants are I[C:2]1[N:11]=[CH:10][C:9]2[CH2:8][CH2:7][C:6]3[C:12]([C:16]([NH2:18])=[O:17])=[N:13][N:14]([CH3:15])[C:5]=3[C:4]=2[N:3]=1.[CH3:19][N:20]1[CH2:25][CH2:24][CH:23]([NH2:26])[CH2:22][CH2:21]1. No catalyst specified. The product is [CH3:15][N:14]1[C:5]2[C:4]3[N:3]=[C:2]([NH:26][CH:23]4[CH2:24][CH2:25][N:20]([CH3:19])[CH2:21][CH2:22]4)[N:11]=[CH:10][C:9]=3[CH2:8][CH2:7][C:6]=2[C:12]([C:16]([NH2:18])=[O:17])=[N:13]1. The yield is 0.500.